Dataset: Forward reaction prediction with 1.9M reactions from USPTO patents (1976-2016). Task: Predict the product of the given reaction. Given the reactants C[O:2][C:3]([C:5]1[C:10]([C:11](OC)=[O:12])=[CH:9][CH:8]=[C:7]([C:15]([F:18])([F:17])[F:16])[N:6]=1)=O.[BH4-].[Na+].[Cl-].[Ca+2].[Cl-].Cl, predict the reaction product. The product is: [OH:12][CH2:11][C:10]1[C:5]([CH2:3][OH:2])=[N:6][C:7]([C:15]([F:18])([F:16])[F:17])=[CH:8][CH:9]=1.